From a dataset of Forward reaction prediction with 1.9M reactions from USPTO patents (1976-2016). Predict the product of the given reaction. (1) The product is: [CH2:16]([C:6]1[C:7]([CH:8]([CH2:13][CH2:14][CH3:15])[C:9]([O:11][CH3:12])=[O:10])=[C:2]([C:25]2[CH:26]=[CH:27][C:28]([CH3:31])=[CH:29][CH:30]=2)[N:3]=[C:4]([N:18]2[CH2:19][CH2:20][CH2:21][CH2:22][CH2:23]2)[N:5]=1)[CH3:17]. Given the reactants Cl[C:2]1[C:7]([CH:8]([CH2:13][CH2:14][CH3:15])[C:9]([O:11][CH3:12])=[O:10])=[C:6]([CH2:16][CH3:17])[N:5]=[C:4]([N:18]2[CH2:23][CH2:22][CH2:21][CH2:20][CH2:19]2)[N:3]=1.B(O)(O)[C:25]1[CH:26]=[CH:27][C:28]([CH3:31])=[CH:29][CH:30]=1.C(N(CC)C(C)C)(C)C, predict the reaction product. (2) Given the reactants [CH3:1][S:2]([CH2:5][C:6]1[N:11]=[C:10](SC)[N:9]=[C:8]([N:14]2[CH2:19][CH2:18][O:17][CH2:16][CH2:15]2)[CH:7]=1)(=[O:4])=[O:3].[NH:20]1[C:28]2[CH:27]=[CH:26][CH:25]=[C:24](B(O)O)[C:23]=2[CH:22]=[CH:21]1, predict the reaction product. The product is: [CH3:1][S:2]([CH2:5][C:6]1[CH:7]=[C:8]([N:14]2[CH2:19][CH2:18][O:17][CH2:16][CH2:15]2)[N:9]=[C:10]([C:24]2[CH:25]=[CH:26][CH:27]=[C:28]3[C:23]=2[CH:22]=[CH:21][NH:20]3)[N:11]=1)(=[O:4])=[O:3]. (3) Given the reactants [O:1]=[CH:2][C@@H:3]([C@H:5]([C@@H:7]([C@@H:9]([CH2:11][OH:12])[OH:10])[OH:8])[OH:6])[OH:4].Cl.[CH3:14]O, predict the reaction product. The product is: [CH3:14][O:1][C@H:2]1[O:10][CH:9]([CH2:11][OH:12])[C@H:7]([OH:8])[C@@H:5]([OH:6])[C@@H:3]1[OH:4].